From a dataset of NCI-60 drug combinations with 297,098 pairs across 59 cell lines. Regression. Given two drug SMILES strings and cell line genomic features, predict the synergy score measuring deviation from expected non-interaction effect. Cell line: NCI-H522. Synergy scores: CSS=28.2, Synergy_ZIP=-2.64, Synergy_Bliss=-0.0416, Synergy_Loewe=-21.2, Synergy_HSA=-2.79. Drug 2: C1CN1C2=NC(=NC(=N2)N3CC3)N4CC4. Drug 1: CCCCCOC(=O)NC1=NC(=O)N(C=C1F)C2C(C(C(O2)C)O)O.